This data is from Full USPTO retrosynthesis dataset with 1.9M reactions from patents (1976-2016). The task is: Predict the reactants needed to synthesize the given product. (1) Given the product [CH3:12][O:10][CH2:9][C:5]1[O:6][CH:7]=[CH:8][C:4]=1[CH3:3], predict the reactants needed to synthesize it. The reactants are: [H-].[Na+].[CH3:3][C:4]1[CH:8]=[CH:7][O:6][C:5]=1[CH2:9][OH:10].I[CH3:12]. (2) Given the product [Cl:21][C:22]1[CH:27]=[CH:26][C:25]([NH:28][C:29]([NH:1][C:2]2[CH:20]=[CH:19][C:5]([O:6][C:7]3[C:16]4[NH:15][C:14](=[O:17])[C:13](=[O:18])[NH:12][C:11]=4[N:10]=[CH:9][CH:8]=3)=[CH:4][CH:3]=2)=[O:30])=[CH:24][C:23]=1[C:31]([F:32])([F:33])[F:34], predict the reactants needed to synthesize it. The reactants are: [NH2:1][C:2]1[CH:20]=[CH:19][C:5]([O:6][C:7]2[C:16]3[NH:15][C:14](=[O:17])[C:13](=[O:18])[NH:12][C:11]=3[N:10]=[CH:9][CH:8]=2)=[CH:4][CH:3]=1.[Cl:21][C:22]1[CH:27]=[CH:26][C:25]([N:28]=[C:29]=[O:30])=[CH:24][C:23]=1[C:31]([F:34])([F:33])[F:32]. (3) The reactants are: [CH2:1]([O:8][C:9]([NH:11][C@H:12]([C:25](=O)[CH2:26]Br)[CH2:13][CH2:14][CH2:15][CH2:16][NH:17][C:18](=[O:24])[O:19][C:20]([CH3:23])([CH3:22])[CH3:21])=[O:10])[C:2]1[CH:7]=[CH:6][CH:5]=[CH:4][CH:3]=1.[CH3:29][O:30][C:31]1[CH:39]=[CH:38][C:34]([C:35](=[S:37])[NH2:36])=[CH:33][CH:32]=1. Given the product [CH2:1]([O:8][C:9]([NH:11][C@H:12]([C:25]1[N:36]=[C:35]([C:34]2[CH:38]=[CH:39][C:31]([O:30][CH3:29])=[CH:32][CH:33]=2)[S:37][CH:26]=1)[CH2:13][CH2:14][CH2:15][CH2:16][NH:17][C:18](=[O:24])[O:19][C:20]([CH3:23])([CH3:22])[CH3:21])=[O:10])[C:2]1[CH:7]=[CH:6][CH:5]=[CH:4][CH:3]=1, predict the reactants needed to synthesize it. (4) Given the product [OH:70][CH2:69][C@@H:6]1[C@@H:5]([OH:4])[C@H:10]([OH:11])[C@H:9]([OH:15])[C@@H:8]([CH2:19]/[CH:20]=[CH:21]/[C:22]2[CH:27]=[CH:26][CH:25]=[C:24]([C:28]#[C:29][C@@H:30]3[C@@H:35]([O:36][CH2:37][C:38]4[CH:43]=[CH:42][CH:41]=[CH:40][CH:39]=4)[C@@H:34]([O:44][CH2:45][C:46]4[CH:47]=[CH:48][CH:49]=[CH:50][CH:51]=4)[C@H:33]([O:52][CH2:53][C:54]4[CH:55]=[CH:56][CH:57]=[CH:58][CH:59]=4)[C@@H:32]([CH2:60][O:61][CH2:62][C:63]4[CH:68]=[CH:67][CH:66]=[CH:65][CH:64]=4)[O:31]3)[CH:23]=2)[O:7]1, predict the reactants needed to synthesize it. The reactants are: C([O:4][C@H:5]1[C@H:10]([O:11]C(=O)C)[C@H:9]([O:15]C(=O)C)[C@@H:8]([CH2:19]/[CH:20]=[CH:21]/[C:22]2[CH:27]=[CH:26][CH:25]=[C:24]([C:28]#[C:29][C@@H:30]3[C@@H:35]([O:36][CH2:37][C:38]4[CH:43]=[CH:42][CH:41]=[CH:40][CH:39]=4)[C@@H:34]([O:44][CH2:45][C:46]4[CH:51]=[CH:50][CH:49]=[CH:48][CH:47]=4)[C@H:33]([O:52][CH2:53][C:54]4[CH:59]=[CH:58][CH:57]=[CH:56][CH:55]=4)[C@@H:32]([CH2:60][O:61][CH2:62][C:63]4[CH:68]=[CH:67][CH:66]=[CH:65][CH:64]=4)[O:31]3)[CH:23]=2)[O:7][C@@H:6]1[CH2:69][O:70]C(=O)C)(=O)C. (5) The reactants are: C[O-].[Na+].[CH3:4][C:5]1[CH:10]([C:11]([O:13][CH3:14])=[O:12])[CH2:9][CH2:8][C:7](=[O:15])[C:6]=1C(OC)=O. Given the product [CH3:4][C:5]1[CH:10]([C:11]([O:13][CH3:14])=[O:12])[CH2:9][CH2:8][C:7](=[O:15])[CH:6]=1, predict the reactants needed to synthesize it. (6) Given the product [Cl:1][C:2]1[CH:7]=[C:6]([S:21][C:18]2[CH:19]=[CH:20][C:15]([O:14][CH3:13])=[CH:16][CH:17]=2)[CH:5]=[C:4]([CH3:9])[C:3]=1[C:10](=[O:12])[CH3:11], predict the reactants needed to synthesize it. The reactants are: [Cl:1][C:2]1[CH:7]=[C:6](I)[CH:5]=[C:4]([CH3:9])[C:3]=1[C:10](=[O:12])[CH3:11].[CH3:13][O:14][C:15]1[CH:20]=[CH:19][C:18]([SH:21])=[CH:17][CH:16]=1.[OH-].[K+]. (7) Given the product [CH:1]1([C:4]2[N:8]([C:9]([O:11][C:12]([CH3:13])([CH3:15])[CH3:14])=[O:10])[C:7]3[CH:16]=[C:17]([C:30]4[C:31]([CH3:36])=[N:32][O:33][C:34]=4[CH3:35])[CH:18]=[C:19]([CH:20]([OH:21])[CH:22]4[CH2:26][C:25]([CH3:28])([CH3:27])[O:24][CH:23]4[OH:29])[C:6]=3[N:5]=2)[CH2:3][CH2:2]1, predict the reactants needed to synthesize it. The reactants are: [CH:1]1([C:4]2[N:8]([C:9]([O:11][C:12]([CH3:15])([CH3:14])[CH3:13])=[O:10])[C:7]3[CH:16]=[C:17]([C:30]4[C:31]([CH3:36])=[N:32][O:33][C:34]=4[CH3:35])[CH:18]=[C:19]([CH:20]([CH:22]4[CH2:26][C:25]([CH3:28])([CH3:27])[O:24][C:23]4=[O:29])[OH:21])[C:6]=3[N:5]=2)[CH2:3][CH2:2]1.CC(C[AlH]CC(C)C)C. (8) Given the product [Br:21][C:20](=[P:7]([C:1]1[CH:2]=[CH:3][CH:4]=[CH:5][CH:6]=1)([C:8]1[CH:13]=[CH:12][CH:11]=[CH:10][CH:9]=1)[C:14]1[CH:15]=[CH:16][CH:17]=[CH:18][CH:19]=1)[Br:22], predict the reactants needed to synthesize it. The reactants are: [C:1]1([P:7]([C:14]2[CH:19]=[CH:18][CH:17]=[CH:16][CH:15]=2)[C:8]2[CH:13]=[CH:12][CH:11]=[CH:10][CH:9]=2)[CH:6]=[CH:5][CH:4]=[CH:3][CH:2]=1.[C:20](Br)(Br)([Br:22])[Br:21].